From a dataset of Reaction yield outcomes from USPTO patents with 853,638 reactions. Predict the reaction yield, written as a fraction of the theoretical maximum amount of product (1.0 means a 100% yield; for example, 0.34 means a 34% yield). (1) The reactants are [CH2:1]([N:9]1[CH:13]=[C:12]([C:14]2[C:22]3[C:17](=[N:18][CH:19]=[C:20]([C:23]4[CH:28]=[CH:27][C:26]([N:29]5[CH2:34][CH2:33][N:32](C(OC(C)(C)C)=O)[CH2:31][CH2:30]5)=[CH:25][CH:24]=4)[CH:21]=3)[NH:16][CH:15]=2)[CH:11]=[N:10]1)[CH2:2][C:3]1[CH:8]=[CH:7][CH:6]=[CH:5][CH:4]=1. The catalyst is Cl. The product is [CH2:1]([N:9]1[CH:13]=[C:12]([C:14]2[C:22]3[C:17](=[N:18][CH:19]=[C:20]([C:23]4[CH:28]=[CH:27][C:26]([N:29]5[CH2:30][CH2:31][NH:32][CH2:33][CH2:34]5)=[CH:25][CH:24]=4)[CH:21]=3)[NH:16][CH:15]=2)[CH:11]=[N:10]1)[CH2:2][C:3]1[CH:8]=[CH:7][CH:6]=[CH:5][CH:4]=1. The yield is 0.586. (2) The yield is 0.850. The catalyst is ClCCl.C(OC(C)C)(C)C. The reactants are Cl.[Cl:2][C:3]1[CH:8]=[CH:7][C:6]([S:9]([C:12]2([C:18]3[CH:23]=[C:22]([F:24])[CH:21]=[CH:20][C:19]=3[F:25])[CH2:17][CH2:16][NH:15][CH2:14][CH2:13]2)(=[O:11])=[O:10])=[CH:5][CH:4]=1.C(N(CC)CC)C.[CH2:33]([N:35]=[C:36]=[O:37])[CH3:34].C(=O)(O)[O-].[Na+]. The product is [CH2:33]([NH:35][C:36]([N:15]1[CH2:16][CH2:17][C:12]([S:9]([C:6]2[CH:7]=[CH:8][C:3]([Cl:2])=[CH:4][CH:5]=2)(=[O:10])=[O:11])([C:18]2[CH:23]=[C:22]([F:24])[CH:21]=[CH:20][C:19]=2[F:25])[CH2:13][CH2:14]1)=[O:37])[CH3:34]. (3) The reactants are [CH3:1][O:2][C:3](=[O:13])[CH:4]=[CH:5][C:6]1[CH:11]=[CH:10][C:9]([CH3:12])=[CH:8][CH:7]=1.[H][H]. The catalyst is CO.[Pd]. The product is [CH3:1][O:2][C:3](=[O:13])[CH2:4][CH2:5][C:6]1[CH:7]=[CH:8][C:9]([CH3:12])=[CH:10][CH:11]=1. The yield is 0.950. (4) The reactants are [F:1][C:2]1[C:11]([CH:12]2[CH2:14][O:13]2)=[C:10]2[C:5]([CH:6]=[CH:7][C:8]([O:15][CH3:16])=[N:9]2)=[N:4][CH:3]=1.[O:17]=[C:18]1[CH2:23][S:22][C:21]2[CH:24]=[CH:25][C:26]([C:28]([NH:30][N:31]3[CH2:36][CH2:35][NH:34][CH2:33][CH2:32]3)=[O:29])=[N:27][C:20]=2[NH:19]1. The catalyst is CN(C=O)C. The product is [F:1][C:2]1[CH:3]=[N:4][C:5]2[C:10]([C:11]=1[CH:12]([OH:13])[CH2:14][N:34]1[CH2:35][CH2:36][N:31]([NH:30][C:28]([C:26]3[CH:25]=[CH:24][C:21]4[S:22][CH2:23][C:18](=[O:17])[NH:19][C:20]=4[N:27]=3)=[O:29])[CH2:32][CH2:33]1)=[N:9][C:8]([O:15][CH3:16])=[CH:7][CH:6]=2. The yield is 0.310. (5) The reactants are [Cl:1][C:2]1[CH:11]=[C:10]2[C:5]([C:6]([C:28]3[CH:29]=[C:30](/[CH:34]=[CH:35]/[C:36]([OH:38])=[O:37])[CH:31]=[CH:32][CH:33]=3)=[C:7]([CH2:13][C:14]([NH:16][C:17]3[CH:22]=[CH:21][C:20]([F:23])=[CH:19][C:18]=3[C:24]([F:27])([F:26])[F:25])=[O:15])[C:8](=[O:12])[O:9]2)=[CH:4][C:3]=1[CH3:39].[OH:40][CH2:41][C:42]([CH2:46][OH:47])([CH2:44][OH:45])[NH2:43].C(O)C. The catalyst is C(#N)C. The product is [OH:40][CH2:41][C:42]([CH2:46][OH:47])([CH2:44][OH:45])[NH2:43].[Cl:1][C:2]1[CH:11]=[C:10]2[C:5]([C:6]([C:28]3[CH:29]=[C:30](/[CH:34]=[CH:35]/[C:36]([OH:38])=[O:37])[CH:31]=[CH:32][CH:33]=3)=[C:7]([CH2:13][C:14]([NH:16][C:17]3[CH:22]=[CH:21][C:20]([F:23])=[CH:19][C:18]=3[C:24]([F:25])([F:27])[F:26])=[O:15])[C:8](=[O:12])[O:9]2)=[CH:4][C:3]=1[CH3:39]. The yield is 0.860. (6) The reactants are [CH2:1]([N:3]1[C:12]2[C:7](=[N:8][CH:9]=[C:10]([C:13]3[CH:18]=[CH:17][C:16]([C:19]4[N:23](C5CCCCO5)[CH:22]=[N:21][N:20]=4)=[CH:15][CH:14]=3)[N:11]=2)[NH:6][C:5](=[O:30])[CH2:4]1)[CH3:2].[ClH:31]. The catalyst is C(O)C.O1CCOCC1. The product is [ClH:31].[N:21]1[N:20]=[C:19]([C:16]2[CH:17]=[CH:18][C:13]([C:10]3[N:11]=[C:12]4[N:3]([CH2:1][CH3:2])[CH2:4][C:5](=[O:30])[NH:6][C:7]4=[N:8][CH:9]=3)=[CH:14][CH:15]=2)[NH:23][CH:22]=1. The yield is 0.820.